From a dataset of Catalyst prediction with 721,799 reactions and 888 catalyst types from USPTO. Predict which catalyst facilitates the given reaction. (1) Reactant: [C:1]1([C:21]2[CH:26]=[CH:25][CH:24]=[CH:23][CH:22]=2)[CH:6]=[CH:5][C:4]([CH2:7][CH2:8][C:9]([NH:11][C:12]2[C:13]([C:17]([O:19]C)=[O:18])=[CH:14][S:15][CH:16]=2)=[O:10])=[CH:3][CH:2]=1.[OH-].[Na+]. Product: [C:1]1([C:21]2[CH:26]=[CH:25][CH:24]=[CH:23][CH:22]=2)[CH:2]=[CH:3][C:4]([CH2:7][CH2:8][C:9]([NH:11][C:12]2[C:13]([C:17]([OH:19])=[O:18])=[CH:14][S:15][CH:16]=2)=[O:10])=[CH:5][CH:6]=1. The catalyst class is: 92. (2) Reactant: Cl[C:2]([O:4][CH:5]([CH3:7])[CH3:6])=[O:3].[CH3:8][O:9][C:10](=[O:19])[C:11]1[C:16]([F:17])=[CH:15][CH:14]=[CH:13][C:12]=1[NH2:18].N1C=CC=CC=1.Cl. Product: [CH3:8][O:9][C:10](=[O:19])[C:11]1[C:16]([F:17])=[CH:15][CH:14]=[CH:13][C:12]=1[NH:18][C:2]([O:4][CH:5]([CH3:7])[CH3:6])=[O:3]. The catalyst class is: 4. (3) Reactant: [Cl:1][C:2]1[CH:7]=[C:6]2[N:8]([CH2:29][O:30][CH2:31][CH2:32][Si:33]([CH3:36])([CH3:35])[CH3:34])[C:9](=[O:28])[C@:10]3([C@@H:15]([C:16]4[CH:21]=[CH:20][CH:19]=[C:18]([Cl:22])[CH:17]=4)[CH2:14][CH2:13][C:12](=[O:23])[N:11]3[CH2:24][CH:25]3[CH2:27][CH2:26]3)[C:5]2=[CH:4][CH:3]=1.[Li+].[CH3:38][CH:39]([N-]C(C)C)[CH3:40].C(Br)C=C. Product: [CH2:40]([C@@H:13]1[C:12](=[O:23])[N:11]([CH2:24][CH:25]2[CH2:26][CH2:27]2)[C@:10]2([C:5]3[C:6](=[CH:7][C:2]([Cl:1])=[CH:3][CH:4]=3)[N:8]([CH2:29][O:30][CH2:31][CH2:32][Si:33]([CH3:36])([CH3:35])[CH3:34])[C:9]2=[O:28])[C@@H:15]([C:16]2[CH:21]=[CH:20][CH:19]=[C:18]([Cl:22])[CH:17]=2)[CH2:14]1)[CH:39]=[CH2:38]. The catalyst class is: 1. (4) Reactant: [C:1]([C:3]1[CH:8]=[CH:7][CH:6]=[CH:5][C:4]=1[C:9]1[CH:10]=[C:11]([CH2:23][N:24](C)[C:25](=O)OC(C)(C)C)[S:12][C:13]=1[S:14]([C:17]1[CH:18]=[N:19][CH:20]=[CH:21][CH:22]=1)(=[O:16])=[O:15])#[N:2].C(OCC)(=O)C.[ClH:39]. Product: [ClH:39].[CH3:25][NH:24][CH2:23][C:11]1[S:12][C:13]([S:14]([C:17]2[CH:18]=[N:19][CH:20]=[CH:21][CH:22]=2)(=[O:16])=[O:15])=[C:9]([C:4]2[CH:5]=[CH:6][CH:7]=[CH:8][C:3]=2[C:1]#[N:2])[CH:10]=1. The catalyst class is: 336. (5) Product: [ClH:39].[CH2:1]([N:5]1[C:13]2[C:12](=[O:14])[N:11]([CH3:15])[C:10]([O:16][C:17]3[CH:22]=[CH:21][CH:20]=[CH:19][C:18]=3[C:23]([NH2:24])=[O:25])=[N:9][C:8]=2[N:7]=[C:6]1[N:26]1[CH2:31][CH2:30][NH:29][CH2:28][CH2:27]1)[C:2]#[C:3][CH3:4]. The catalyst class is: 5. Reactant: [CH2:1]([N:5]1[C:13]2[C:12](=[O:14])[N:11]([CH3:15])[C:10]([O:16][C:17]3[CH:22]=[CH:21][CH:20]=[CH:19][C:18]=3[C:23](=[O:25])[NH2:24])=[N:9][C:8]=2[N:7]=[C:6]1[N:26]1[CH2:31][CH2:30][N:29](C(OC(C)(C)C)=O)[CH2:28][CH2:27]1)[C:2]#[C:3][CH3:4].[ClH:39].C(OCC)(=O)C. (6) Reactant: [Cl:1][C:2]1[CH:3]=[C:4]2[C:9](=[CH:10][CH:11]=1)[N:8]=[CH:7][C:6]([N+]([O-])=O)=[C:5]2[OH:15].P(Br)(Br)([Br:18])=O. Product: [Br:18][C:5]1([OH:15])[C:4]2[C:9](=[CH:10][CH:11]=[C:2]([Cl:1])[CH:3]=2)[N:8]=[CH:7][CH2:6]1. The catalyst class is: 85. (7) The catalyst class is: 88. Reactant: Cl[C:2]1[C:12]([C:13]#[N:14])=[CH:11][C:5]([C:6]([O:8][CH2:9][CH3:10])=[O:7])=[C:4]([CH3:15])[N:3]=1.[NH:16]1[CH2:21][CH2:20][CH:19]([S:22]([NH2:25])(=[O:24])=[O:23])[CH2:18][CH2:17]1.CCN(C(C)C)C(C)C.C([O-])(O)=O.[Na+]. Product: [NH2:25][S:22]([CH:19]1[CH2:20][CH2:21][N:16]([C:2]2[C:12]([C:13]#[N:14])=[CH:11][C:5]([C:6]([O:8][CH2:9][CH3:10])=[O:7])=[C:4]([CH3:15])[N:3]=2)[CH2:17][CH2:18]1)(=[O:24])=[O:23]. (8) Reactant: [Cl:1][C:2]1[CH:7]=[CH:6][C:5]([C@@:8]2([OH:33])[CH2:13][CH2:12][N:11]([C:14]([C@@H:16]([CH:28]([CH3:30])[CH3:29])[CH2:17][NH:18]C(=O)OCC[Si](C)(C)C)=[O:15])[CH2:10][C:9]2([CH3:32])[CH3:31])=[CH:4][CH:3]=1.ClC1C=CC(C(NC(C(C)C)CC(N2CC[C@@](C3C=CC(Cl)=CC=3)(O)C(C)(C)C2)=O)=O)=CC=1.CCCC[N+](CCCC)(CCCC)CCCC.[F-].CCOC(C)=O. Product: [NH2:18][CH2:17][C@H:16]([CH:28]([CH3:30])[CH3:29])[C:14]([N:11]1[CH2:12][CH2:13][C@@:8]([C:5]2[CH:4]=[CH:3][C:2]([Cl:1])=[CH:7][CH:6]=2)([OH:33])[C:9]([CH3:31])([CH3:32])[CH2:10]1)=[O:15]. The catalyst class is: 1.